Dataset: Reaction yield outcomes from USPTO patents with 853,638 reactions. Task: Predict the reaction yield, written as a fraction of the theoretical maximum amount of product (1.0 means a 100% yield; for example, 0.34 means a 34% yield). (1) The reactants are C(OC([N:11]([CH2:33][C:34]1[CH:39]=[C:38]([NH:40][S:41]([CH3:44])(=[O:43])=[O:42])[CH:37]=[C:36]([NH:45][S:46]([CH3:49])(=[O:48])=[O:47])[CH:35]=1)[CH2:12][CH2:13][N:14]1[CH:23]([CH2:24][C:25]2[CH:30]=[CH:29][C:28]([F:31])=[CH:27][CH:26]=2)[CH2:22][C:21]2[C:16](=[CH:17][CH:18]=[C:19]([F:32])[CH:20]=2)[CH2:15]1)=O)C1C=CC=CC=1. The catalyst is CO.[Pd]. The product is [CH3:44][S:41]([NH:40][C:38]1[CH:39]=[C:34]([CH:35]=[C:36]([NH:45][S:46]([CH3:49])(=[O:47])=[O:48])[CH:37]=1)[CH2:33][NH:11][CH2:12][CH2:13][N:14]1[CH:23]([CH2:24][C:25]2[CH:26]=[CH:27][C:28]([F:31])=[CH:29][CH:30]=2)[CH2:22][C:21]2[C:16](=[CH:17][CH:18]=[C:19]([F:32])[CH:20]=2)[CH2:15]1)(=[O:42])=[O:43]. The yield is 0.330. (2) The reactants are Br[CH2:2]/[CH:3]=[CH:4]/[CH2:5]Br.[C:7]([O:15][CH2:16][CH3:17])(=[O:14])[CH2:8][C:9]([O:11][CH2:12][CH3:13])=[O:10].[OH-].[K+].[Cl-].C(C([NH3+])(C(=O)CCCCCCC)C(=O)CCCCCCC)(=O)CCCCCCC. The catalyst is ClCCl. The product is [CH2:16]([O:15][C:7]([C:8]1([C:9]([O:11][CH2:12][CH3:13])=[O:10])[CH2:5][CH:4]1[CH:3]=[CH2:2])=[O:14])[CH3:17]. The yield is 0.890. (3) The reactants are Cl[C:2]1[CH:11]=[CH:10][N:9]=[C:8]2[C:3]=1[C:4]1[CH:16]=[CH:15][CH:14]=[CH:13][C:5]=1[C:6](=[O:12])[NH:7]2.[C:17]([C:19]1[CH:24]=[CH:23][C:22]([O:25][CH3:26])=[CH:21][CH:20]=1)#[CH:18]. The catalyst is CCOC(C)=O.O. The product is [CH3:26][O:25][C:22]1[CH:23]=[CH:24][C:19]([C:17]#[C:18][C:2]2[CH:11]=[CH:10][N:9]=[C:8]3[C:3]=2[C:4]2[CH:16]=[CH:15][CH:14]=[CH:13][C:5]=2[C:6](=[O:12])[NH:7]3)=[CH:20][CH:21]=1. The yield is 0.710. (4) The reactants are [CH3:1][C:2]1[N:7]=[C:6]([C:8]2[S:12][C:11]([NH2:13])=[N:10][C:9]=2[C:14]2[CH:19]=[CH:18][CH:17]=[C:16]([CH3:20])[CH:15]=2)[CH:5]=[CH:4][N:3]=1.[C:21]1([N:27]=[C:28]=[O:29])[CH:26]=[CH:25][CH:24]=[CH:23][CH:22]=1.C(=O)([O-])O.[Na+]. The catalyst is CN(C)C(=O)C. The product is [CH3:1][C:2]1[N:7]=[C:6]([C:8]2[S:12][C:11]([NH:13][C:28]([NH:27][C:21]3[CH:26]=[CH:25][CH:24]=[CH:23][CH:22]=3)=[O:29])=[N:10][C:9]=2[C:14]2[CH:19]=[CH:18][CH:17]=[C:16]([CH3:20])[CH:15]=2)[CH:5]=[CH:4][N:3]=1. The yield is 0.780. (5) The reactants are [CH:1]([C:3]1[CH:21]=[CH:20][C:6]([O:7][C:8]2[CH:15]=[C:14]([C:16]([F:19])([F:18])[F:17])[CH:13]=[CH:12][C:9]=2[C:10]#[N:11])=[CH:5][C:4]=1[C:22]1[CH:27]=[CH:26][CH:25]=[CH:24][CH:23]=1)=O.CN.[C:30]([BH3-])#[N:31].[Na+].[C:34]([OH:41])(=[O:40])/[CH:35]=[CH:36]/[C:37]([OH:39])=[O:38]. The catalyst is C(OCC)(=O)C.C(O)(=O)C.CO. The product is [C:34]([OH:41])(=[O:40])/[CH:35]=[CH:36]/[C:37]([OH:39])=[O:38].[CH3:30][NH:31][CH2:1][C:3]1[CH:21]=[CH:20][C:6]([O:7][C:8]2[CH:15]=[C:14]([C:16]([F:19])([F:18])[F:17])[CH:13]=[CH:12][C:9]=2[C:10]#[N:11])=[CH:5][C:4]=1[C:22]1[CH:27]=[CH:26][CH:25]=[CH:24][CH:23]=1. The yield is 0.610.